This data is from Catalyst prediction with 721,799 reactions and 888 catalyst types from USPTO. The task is: Predict which catalyst facilitates the given reaction. Reactant: [NH2:1][C:2]1[N:7]=[C:6]([C:8]([F:11])([F:10])[F:9])[N:5]=[C:4]([OH:12])[C:3]=1[S:13][C:14]#[N:15]. Product: [NH2:15][C:14]1[S:13][C:3]2[C:4]([OH:12])=[N:5][C:6]([C:8]([F:10])([F:11])[F:9])=[N:7][C:2]=2[N:1]=1. The catalyst class is: 42.